This data is from Full USPTO retrosynthesis dataset with 1.9M reactions from patents (1976-2016). The task is: Predict the reactants needed to synthesize the given product. (1) Given the product [Br:1][C:2]1[CH:3]=[C:4]([CH:24]=[CH:25][C:26]=1[O:27][CH3:28])[O:5][C:6]1[C:7]([CH3:23])=[CH:8][C:9]([N:13]2[C:18](=[O:19])[NH:17][C:16](=[O:20])[C:31]([C:30]([OH:33])=[O:32])=[N:14]2)=[CH:10][C:11]=1[CH3:12], predict the reactants needed to synthesize it. The reactants are: [Br:1][C:2]1[CH:3]=[C:4]([CH:24]=[CH:25][C:26]=1[O:27][CH3:28])[O:5][C:6]1[C:11]([CH3:12])=[CH:10][C:9]([N:13]2[C:18](=[O:19])[NH:17][C:16](=[O:20])C(C#N)=[N:14]2)=[CH:8][C:7]=1[CH3:23].Cl.[C:30]([OH:33])(=[O:32])[CH3:31]. (2) Given the product [OH:39][C:26]1[C:25](=[O:24])[N:14]([C:15]2[N:20]=[CH:19][C:18]([CH3:21])=[CH:17][N:16]=2)[CH:8]([C:7]2[CH:10]=[CH:11][C:4]([O:3][C:2]([F:13])([F:12])[F:1])=[CH:5][CH:6]=2)[C:27]=1[C:28](=[O:29])[C:30]1[CH:35]=[CH:34][C:33]([CH:36]([CH3:38])[CH3:37])=[CH:32][CH:31]=1, predict the reactants needed to synthesize it. The reactants are: [F:1][C:2]([F:13])([F:12])[O:3][C:4]1[CH:11]=[CH:10][C:7]([CH:8]=O)=[CH:6][CH:5]=1.[NH2:14][C:15]1[N:20]=[CH:19][C:18]([CH3:21])=[CH:17][N:16]=1.C([O:24][C:25](=O)[C:26]([OH:39])=[CH:27][C:28]([C:30]1[CH:35]=[CH:34][C:33]([CH:36]([CH3:38])[CH3:37])=[CH:32][CH:31]=1)=[O:29])C. (3) Given the product [NH2:37][C:34]1[CH:35]=[CH:36][C:31]([S:28]([NH:27][C:24]2[CH:25]=[CH:26][C:21]([O:20][CH3:19])=[CH:22][CH:23]=2)(=[O:29])=[O:30])=[CH:32][CH:33]=1, predict the reactants needed to synthesize it. The reactants are: NC1C=CC(S(NC2C=CC=CC=2C)(=O)=O)=CC=1.[CH3:19][O:20][C:21]1[CH:26]=[CH:25][C:24]([NH:27][S:28]([C:31]2[CH:36]=[CH:35][C:34]([N+:37]([O-])=O)=[CH:33][CH:32]=2)(=[O:30])=[O:29])=[CH:23][CH:22]=1. (4) Given the product [CH3:1][N:2]([C@@H:19]1[CH2:23][CH2:22][N:21]([CH2:30][C:27]2[CH:28]=[CH:29][N:24]=[CH:25][CH:26]=2)[CH2:20]1)[C:3](=[O:18])[CH2:4][CH:5]([C:12]1[CH:13]=[CH:14][CH:15]=[CH:16][CH:17]=1)[C:6]1[CH:11]=[CH:10][CH:9]=[CH:8][CH:7]=1, predict the reactants needed to synthesize it. The reactants are: [CH3:1][N:2]([CH:19]1[CH2:23][CH2:22][NH:21][CH2:20]1)[C:3](=[O:18])[CH2:4][CH:5]([C:12]1[CH:17]=[CH:16][CH:15]=[CH:14][CH:13]=1)[C:6]1[CH:11]=[CH:10][CH:9]=[CH:8][CH:7]=1.[N:24]1[CH:29]=[CH:28][C:27]([CH:30]=O)=[CH:26][CH:25]=1.C(O[BH-](OC(=O)C)OC(=O)C)(=O)C.[Na+]. (5) The reactants are: C(O)(=O)C.[F:5][C:6]1[CH:15]=[C:14]2[C:9]([N:10]=[CH:11][C:12](=[O:20])[N:13]2[CH2:16][CH2:17][CH:18]=O)=[CH:8][CH:7]=1.[NH2:21][C@H:22]1[CH2:26][N:25]([C:27]2[CH:28]=[CH:29][C:30]3[O:31][CH2:32][C:33](=[O:37])[NH:34][C:35]=3[N:36]=2)[C:24](=[O:38])[CH2:23]1.C(OC(=O)N[C@@H]1CC(=O)NC1)(C)(C)C.C(O[BH-](OC(=O)C)OC(=O)C)(=O)C.[Na+].C(=O)([O-])O.[Na+]. Given the product [F:5][C:6]1[CH:15]=[C:14]2[C:9]([N:10]=[CH:11][C:12](=[O:20])[N:13]2[CH2:16][CH2:17][CH2:18][NH:21][C@H:22]2[CH2:26][N:25]([C:27]3[CH:28]=[CH:29][C:30]4[O:31][CH2:32][C:33](=[O:37])[NH:34][C:35]=4[N:36]=3)[C:24](=[O:38])[CH2:23]2)=[CH:8][CH:7]=1, predict the reactants needed to synthesize it. (6) Given the product [C:1]([C:5]1[CH:30]=[CH:29][C:8]([O:9][C:10]2[CH:19]=[C:18]3[C:13]([CH:14]=[C:15]([C:26]([NH:47][C@@H:35]([CH2:36][C:37]4[CH:42]=[CH:41][C:40]([C:43]([CH3:46])([CH3:45])[CH3:44])=[CH:39][CH:38]=4)[C:34]([OH:33])=[O:48])=[O:27])[N:16]=[C:17]3[CH2:20][CH:21]3[CH2:22][CH2:23][CH2:24][CH2:25]3)=[CH:12][CH:11]=2)=[CH:7][CH:6]=1)([CH3:4])([CH3:2])[CH3:3], predict the reactants needed to synthesize it. The reactants are: [C:1]([C:5]1[CH:30]=[CH:29][C:8]([O:9][C:10]2[CH:19]=[C:18]3[C:13]([CH:14]=[C:15]([C:26](O)=[O:27])[N:16]=[C:17]3[CH2:20][CH:21]3[CH2:25][CH2:24][CH2:23][CH2:22]3)=[CH:12][CH:11]=2)=[CH:7][CH:6]=1)([CH3:4])([CH3:3])[CH3:2].Cl.C[O:33][C:34](=[O:48])[C@@H:35]([NH2:47])[CH2:36][C:37]1[CH:42]=[CH:41][C:40]([C:43]([CH3:46])([CH3:45])[CH3:44])=[CH:39][CH:38]=1. (7) Given the product [CH3:35][NH:36][S:30]([C:23]1[CH:24]=[CH:25][C:20]([CH2:19][N:10]2[C:9](=[O:8])[C:17]3[C:12](=[CH:13][CH:14]=[CH:15][CH:16]=3)[C:11]2=[O:18])=[CH:21][CH:22]=1)=[O:32], predict the reactants needed to synthesize it. The reactants are: C(OC(=O)C)(=O)C.[O:8]=[C:9]1[C:17]2[C:12](=[CH:13][CH:14]=[CH:15][CH:16]=2)[C:11](=[O:18])[N:10]1[CH2:19][C:20]1[CH:25]=[CH:24][C:23](OC(=S)C)=[CH:22][CH:21]=1.[S:30](Cl)(Cl)(=[O:32])=O.[CH3:35][NH2:36].[Cl-].[Na+]. (8) Given the product [CH:12]([O:11][C:3]1[CH:4]=[C:5]([N+:8]([O-:10])=[O:9])[CH:6]=[CH:7][C:2]=1[N:19]1[CH2:20][CH2:21][N:16]([CH3:15])[CH2:17][CH2:18]1)([CH3:14])[CH3:13], predict the reactants needed to synthesize it. The reactants are: Cl[C:2]1[CH:7]=[CH:6][C:5]([N+:8]([O-:10])=[O:9])=[CH:4][C:3]=1[O:11][CH:12]([CH3:14])[CH3:13].[CH3:15][N:16]1[CH2:21][CH2:20][NH:19][CH2:18][CH2:17]1.C(=O)([O-])[O-].[K+].[K+].O.